The task is: Regression. Given a peptide amino acid sequence and an MHC pseudo amino acid sequence, predict their binding affinity value. This is MHC class I binding data.. This data is from Peptide-MHC class I binding affinity with 185,985 pairs from IEDB/IMGT. (1) The peptide sequence is AMVRMYIFF. The MHC is HLA-A23:01 with pseudo-sequence HLA-A23:01. The binding affinity (normalized) is 0.504. (2) The peptide sequence is LCGSLHHIW. The MHC is HLA-B58:01 with pseudo-sequence HLA-B58:01. The binding affinity (normalized) is 0.787. (3) The MHC is Mamu-B8301 with pseudo-sequence Mamu-B8301. The binding affinity (normalized) is 0.816. The peptide sequence is HSQPINDRPK. (4) The peptide sequence is ANRLTTLQR. The MHC is HLA-B35:01 with pseudo-sequence HLA-B35:01. The binding affinity (normalized) is 0.0847. (5) The peptide sequence is TINYTIFR. The MHC is HLA-A11:01 with pseudo-sequence HLA-A11:01. The binding affinity (normalized) is 0.686.